This data is from Forward reaction prediction with 1.9M reactions from USPTO patents (1976-2016). The task is: Predict the product of the given reaction. Given the reactants [Cl:1][C:2]1[NH:3][C:4]([C:14]2[CH:19]=[CH:18][N:17]=[C:16](F)[CH:15]=2)=[C:5]([C:7]2[CH:12]=[CH:11][C:10]([F:13])=[CH:9][CH:8]=2)[N:6]=1.[O:21]1CCCC1, predict the reaction product. The product is: [Cl:1][C:2]1[NH:3][C:4]([C:14]2[CH:19]=[CH:18][NH:17][C:16](=[O:21])[CH:15]=2)=[C:5]([C:7]2[CH:12]=[CH:11][C:10]([F:13])=[CH:9][CH:8]=2)[N:6]=1.